Dataset: Catalyst prediction with 721,799 reactions and 888 catalyst types from USPTO. Task: Predict which catalyst facilitates the given reaction. (1) Reactant: [NH:1]1[C:9]2[C:4](=[CH:5][CH:6]=[C:7]([C:10]([OH:12])=[O:11])[CH:8]=2)[CH:3]=[CH:2]1.[H-].[Na+].[CH3:15]I.[OH-].[K+]. Product: [CH3:15][N:1]1[C:9]2[C:4](=[CH:5][CH:6]=[C:7]([C:10]([OH:12])=[O:11])[CH:8]=2)[CH:3]=[CH:2]1. The catalyst class is: 18. (2) Reactant: I[C:2]1[N:25]([S:26]([C:29]2[CH:34]=[CH:33][CH:32]=[CH:31][CH:30]=2)(=[O:28])=[O:27])[C:5]2=[N:6][CH:7]=[CH:8][C:9]([C:10]3[CH:11]=[CH:12][C:13]([O:18][CH:19]4[CH2:24][CH2:23][O:22][CH2:21][CH2:20]4)=[C:14]([CH:17]=3)[C:15]#[N:16])=[C:4]2[CH:3]=1.[N:35]1[CH:40]=[CH:39][CH:38]=[C:37](B(O)O)[CH:36]=1.C(=O)([O-])[O-].[Cs+].[Cs+]. Product: [C:29]1([S:26]([N:25]2[C:5]3=[N:6][CH:7]=[CH:8][C:9]([C:10]4[CH:11]=[CH:12][C:13]([O:18][CH:19]5[CH2:24][CH2:23][O:22][CH2:21][CH2:20]5)=[C:14]([CH:17]=4)[C:15]#[N:16])=[C:4]3[CH:3]=[C:2]2[C:37]2[CH:36]=[N:35][CH:40]=[CH:39][CH:38]=2)(=[O:28])=[O:27])[CH:34]=[CH:33][CH:32]=[CH:31][CH:30]=1. The catalyst class is: 6. (3) Product: [F:9][C:10]1[CH:15]=[CH:14][C:13]([CH:7]([C:3]2[CH:2]=[N:1][CH:6]=[CH:5][CH:4]=2)[OH:8])=[CH:12][CH:11]=1. Reactant: [N:1]1[CH:6]=[CH:5][CH:4]=[C:3]([CH:7]=[O:8])[CH:2]=1.[F:9][C:10]1[CH:15]=[CH:14][C:13]([Mg]Br)=[CH:12][CH:11]=1. The catalyst class is: 365. (4) Reactant: [CH2:1]([C:3]1[NH:7][N:6]=[CH:5][C:4]=1[C:8]1[CH:13]=[CH:12][CH:11]=[CH:10][CH:9]=1)[CH3:2].[Br:14]Br. Product: [Br:14][C:5]1[C:4]([C:8]2[CH:13]=[CH:12][CH:11]=[CH:10][CH:9]=2)=[C:3]([CH2:1][CH3:2])[NH:7][N:6]=1. The catalyst class is: 4. (5) Reactant: ClC1C=CC=CC=1C(=O)[S:5][C:6]1[CH:11]=[CH:10][C:9]([NH:12][C:13](=[O:21])[C:14]2[CH:19]=[CH:18][CH:17]=[CH:16][C:15]=2[Cl:20])=[CH:8][CH:7]=1.CCOC(C)=O.[OH-].[Na+]. Product: [Cl:20][C:15]1[CH:16]=[CH:17][CH:18]=[CH:19][C:14]=1[C:13]([NH:12][C:9]1[CH:10]=[CH:11][C:6]([SH:5])=[CH:7][CH:8]=1)=[O:21]. The catalyst class is: 6.